Dataset: Full USPTO retrosynthesis dataset with 1.9M reactions from patents (1976-2016). Task: Predict the reactants needed to synthesize the given product. (1) The reactants are: [CH3:1][NH:2][C:3]([C:5]1[C:13]2[CH:12]=[C:11]3[C:14](=[CH2:28])[CH2:15][N:16]([S:24]([CH3:27])(=[O:26])=[O:25])[CH2:17][CH2:18][N:19]([S:20]([CH3:23])(=[O:22])=[O:21])[C:10]3=[N:9][C:8]=2[O:7][C:6]=1[C:29]1[CH:34]=[CH:33][C:32]([F:35])=[CH:31][CH:30]=1)=[O:4]. Given the product [CH3:1][NH:2][C:3]([C:5]1[C:13]2[CH:12]=[C:11]3[CH:14]([CH3:28])[CH2:15][N:16]([S:24]([CH3:27])(=[O:26])=[O:25])[CH2:17][CH2:18][N:19]([S:20]([CH3:23])(=[O:21])=[O:22])[C:10]3=[N:9][C:8]=2[O:7][C:6]=1[C:29]1[CH:34]=[CH:33][C:32]([F:35])=[CH:31][CH:30]=1)=[O:4], predict the reactants needed to synthesize it. (2) Given the product [ClH:27].[CH3:28][NH:29][S:30]([CH2:33][CH2:34][C:35]1[CH:36]=[CH:37][C:38]([NH:41][C:23]2[N:22]=[C:21]([N:19]([C:17]3[CH:16]=[CH:15][C:12]4[N:13]([CH3:14])[C:9]([NH:8][CH2:1][C:2]5[CH:7]=[CH:6][CH:5]=[CH:4][CH:3]=5)=[N:10][C:11]=4[CH:18]=3)[CH3:20])[CH:26]=[CH:25][N:24]=2)=[CH:39][CH:40]=1)(=[O:31])=[O:32], predict the reactants needed to synthesize it. The reactants are: [CH2:1]([NH:8][C:9]1[N:13]([CH3:14])[C:12]2[CH:15]=[CH:16][C:17]([N:19]([C:21]3[CH:26]=[CH:25][N:24]=[C:23]([Cl:27])[N:22]=3)[CH3:20])=[CH:18][C:11]=2[N:10]=1)[C:2]1[CH:7]=[CH:6][CH:5]=[CH:4][CH:3]=1.[CH3:28][NH:29][S:30]([CH2:33][CH2:34][C:35]1[CH:40]=[CH:39][C:38]([NH2:41])=[CH:37][CH:36]=1)(=[O:32])=[O:31]. (3) Given the product [Br:48][CH2:23][CH2:22][CH2:21][CH:18]1[CH2:19][CH2:20][N:15]([C:9]2[C:8]([NH:7][C:5](=[O:6])[C:4]3[CH:25]=[CH:26][CH:27]=[C:2]([Cl:1])[CH:3]=3)=[CH:13][C:12]([Cl:14])=[CH:11][N:10]=2)[CH2:16][CH2:17]1, predict the reactants needed to synthesize it. The reactants are: [Cl:1][C:2]1[CH:3]=[C:4]([CH:25]=[CH:26][CH:27]=1)[C:5]([NH:7][C:8]1[C:9]([N:15]2[CH2:20][CH2:19][CH:18]([CH2:21][CH2:22][CH2:23]O)[CH2:17][CH2:16]2)=[N:10][CH:11]=[C:12]([Cl:14])[CH:13]=1)=[O:6].C1(P(C2C=CC=CC=2)C2C=CC=CC=2)C=CC=CC=1.C(Br)(Br)(Br)[Br:48].